Task: Predict the reaction yield, written as a fraction of the theoretical maximum amount of product (1.0 means a 100% yield; for example, 0.34 means a 34% yield).. Dataset: Reaction yield outcomes from USPTO patents with 853,638 reactions (1) The reactants are [CH2:1]([N:3]1[C:7]([C:8]2[N:13]=[C:12]([C:14]3[CH:19]=[CH:18][CH:17]=[C:16]([C:20]#[C:21][C@:22]4([OH:29])[CH2:26][CH2:25][N:24]([CH3:27])[C:23]4=[O:28])[CH:15]=3)[N:11]=[C:10]([C:30]([OH:32])=O)[CH:9]=2)=[CH:6][CH:5]=[N:4]1)[CH3:2].[Cl-].[NH4+:34]. No catalyst specified. The product is [CH2:1]([N:3]1[C:7]([C:8]2[N:13]=[C:12]([C:14]3[CH:19]=[CH:18][CH:17]=[C:16]([C:20]#[C:21][C@:22]4([OH:29])[CH2:26][CH2:25][N:24]([CH3:27])[C:23]4=[O:28])[CH:15]=3)[N:11]=[C:10]([C:30]([NH2:34])=[O:32])[CH:9]=2)=[CH:6][CH:5]=[N:4]1)[CH3:2]. The yield is 0.280. (2) The reactants are [CH2:1]([O:3][C:4]1[CH:12]=[CH:11][C:7]([C:8]([OH:10])=O)=[CH:6][N:5]=1)[CH3:2].C1N=CN(C(N2C=NC=C2)=O)C=1.Cl.[NH2:26][CH2:27][C:28]1[CH:29]=[C:30]2[C:34](=[CH:35][CH:36]=1)[C:33](=[O:37])[N:32]([C:38]1([CH3:46])[CH2:43][CH2:42][C:41](=[O:44])[NH:40][C:39]1=[O:45])[C:31]2=[O:47].O. The product is [CH2:1]([O:3][C:4]1[CH:12]=[CH:11][C:7]([C:8]([NH:26][CH2:27][C:28]2[CH:29]=[C:30]3[C:34](=[CH:35][CH:36]=2)[C:33](=[O:37])[N:32]([C:38]2([CH3:46])[CH2:43][CH2:42][C:41](=[O:44])[NH:40][C:39]2=[O:45])[C:31]3=[O:47])=[O:10])=[CH:6][N:5]=1)[CH3:2]. The yield is 0.860. The catalyst is CN(C)C=O.